From a dataset of Catalyst prediction with 721,799 reactions and 888 catalyst types from USPTO. Predict which catalyst facilitates the given reaction. (1) Reactant: [F:1][C:2]1[C:7]([CH2:8][OH:9])=[CH:6][CH:5]=[CH:4][N:3]=1.[CH3:10][S:11](Cl)(=[O:13])=[O:12].C(N(CC)CC)C. Product: [CH3:10][S:11]([O:9][CH2:8][C:7]1[C:2]([F:1])=[N:3][CH:4]=[CH:5][CH:6]=1)(=[O:13])=[O:12]. The catalyst class is: 4. (2) Reactant: [C:1]([C:5]1[CH:6]=[C:7]([CH:38]=[CH:39][CH:40]=1)[CH2:8][N:9]1[C@@H:17]2[C@H:12]([C@H:13]([CH2:20][C:21]3[CH:26]=[C:25]([O:27][CH2:28][C:29]([F:32])([F:31])[F:30])[C:24]([N+:33]([O-])=O)=[C:23]([F:36])[CH:22]=3)[CH2:14][S:15](=[O:19])(=[O:18])[CH2:16]2)[O:11][C:10]1=[O:37])([CH3:4])([CH3:3])[CH3:2]. Product: [NH2:33][C:24]1[C:25]([O:27][CH2:28][C:29]([F:31])([F:32])[F:30])=[CH:26][C:21]([CH2:20][C@H:13]2[C@H:12]3[C@@H:17]([N:9]([CH2:8][C:7]4[CH:38]=[CH:39][CH:40]=[C:5]([C:1]([CH3:4])([CH3:2])[CH3:3])[CH:6]=4)[C:10](=[O:37])[O:11]3)[CH2:16][S:15](=[O:19])(=[O:18])[CH2:14]2)=[CH:22][C:23]=1[F:36]. The catalyst class is: 11. (3) Reactant: [OH:1][CH:2](CO)[CH2:3][C:4]1[CH:5]=[C:6]([CH:9]=[CH:10][CH:11]=1)[C:7]#[N:8]. Product: [O:1]=[CH:2][CH2:3][C:4]1[CH:5]=[C:6]([CH:9]=[CH:10][CH:11]=1)[C:7]#[N:8]. The catalyst class is: 24. (4) Reactant: C(OC([N:8]([CH2:21][CH:22]1[CH2:27][CH2:26][N:25]([C:28](=[O:43])[CH2:29][CH2:30][C:31]([NH:33][C:34]2[CH:42]=[CH:41][C:37]([C:38]([OH:40])=[O:39])=[CH:36][CH:35]=2)=[O:32])[CH2:24][CH:23]1[C:44]1[CH:49]=[CH:48][CH:47]=[C:46]([F:50])[CH:45]=1)[C@@H:9]([C:11]1[C:20]2[C:15](=[CH:16][CH:17]=[CH:18][CH:19]=2)[CH:14]=[CH:13][CH:12]=1)[CH3:10])=O)(C)(C)C.[ClH:51].C(OCC)(=O)C.C(OC(C)C)(C)C. Product: [ClH:51].[F:50][C:46]1[CH:45]=[C:44]([CH:23]2[CH:22]([CH2:21][NH:8][C@@H:9]([C:11]3[C:20]4[C:15](=[CH:16][CH:17]=[CH:18][CH:19]=4)[CH:14]=[CH:13][CH:12]=3)[CH3:10])[CH2:27][CH2:26][N:25]([C:28](=[O:43])[CH2:29][CH2:30][C:31]([NH:33][C:34]3[CH:42]=[CH:41][C:37]([C:38]([OH:40])=[O:39])=[CH:36][CH:35]=3)=[O:32])[CH2:24]2)[CH:49]=[CH:48][CH:47]=1. The catalyst class is: 13.